From a dataset of Forward reaction prediction with 1.9M reactions from USPTO patents (1976-2016). Predict the product of the given reaction. (1) Given the reactants [CH3:1][O:2][C:3]1[CH:4]=[C:5]([CH:9]=[CH:10][C:11]=1[N+:12]([O-:14])=[O:13])[C:6]([OH:8])=[O:7].O=S(Cl)Cl.[CH3:19][CH2:20]O, predict the reaction product. The product is: [CH3:1][O:2][C:3]1[CH:4]=[C:5]([CH:9]=[CH:10][C:11]=1[N+:12]([O-:14])=[O:13])[C:6]([O:8][CH2:19][CH3:20])=[O:7]. (2) The product is: [CH3:22][N:23]([CH2:30][C:31]1[CH:32]=[N:33][C:34]([C:37]2[CH:42]=[CH:41][C:40]([S:43]([CH3:46])(=[O:45])=[O:44])=[CH:39][CH:38]=2)=[CH:35][CH:36]=1)[CH:24]1[CH2:25][CH2:18][N:17]([C:10]([O:9][C@H:7]([C:1]2[CH:6]=[CH:5][CH:4]=[CH:3][CH:2]=2)[CH3:8])=[O:11])[CH2:21][CH2:20]1. Given the reactants [C:1]1([C@@H:7]([OH:9])[CH3:8])[CH:6]=[CH:5][CH:4]=[CH:3][CH:2]=1.[C:10]([N:17]1[CH:21]=[CH:20]N=[CH:18]1)(N1C=CN=C1)=[O:11].[CH3:22][N:23]([CH2:30][C:31]1[CH:32]=[N:33][C:34]([C:37]2[CH:42]=[CH:41][C:40]([S:43]([CH3:46])(=[O:45])=[O:44])=[CH:39][CH:38]=2)=[CH:35][CH:36]=1)[CH:24]1CCNC[CH2:25]1, predict the reaction product. (3) Given the reactants [Cl:1][C:2]1[CH:3]=[C:4]2[C:8](=[CH:9][CH:10]=1)[NH:7][C:6](=[O:11])[C:5]2=[O:12].[N+:13]([CH3:16])([O-:15])=[O:14], predict the reaction product. The product is: [Cl:1][C:2]1[CH:3]=[C:4]2[C:8](=[CH:9][CH:10]=1)[NH:7][C:6](=[O:11])[C:5]2([OH:12])[CH2:16][N+:13]([O-:15])=[O:14]. (4) Given the reactants [CH2:1]([C@@H:7]1[CH2:9][O:8]1)[CH2:2][CH2:3][CH2:4][CH2:5][CH3:6].[CH2:10]([Mg]Cl)[CH3:11].[C:14]1([CH3:24])[CH:19]=[CH:18][C:17]([S:20](Cl)(=[O:22])=[O:21])=[CH:16][CH:15]=1.O, predict the reaction product. The product is: [C:14]1([CH3:24])[CH:19]=[CH:18][C:17]([S:20]([O:8][C@@H:7]([CH2:9][CH2:10][CH3:11])[CH2:1][CH2:2][CH2:3][CH2:4][CH2:5][CH3:6])(=[O:22])=[O:21])=[CH:16][CH:15]=1. (5) The product is: [C:17]([N:22]1[CH2:27][CH2:26][N:25]([CH2:2][CH2:3][O:4][C:5]2[CH:14]=[C:13]3[C:8]([C:9]([S:15][CH3:16])=[N:10][CH:11]=[N:12]3)=[CH:7][CH:6]=2)[CH2:24][CH2:23]1)(=[O:21])[CH2:18][CH2:19][CH3:20]. Given the reactants Br[CH2:2][CH2:3][O:4][C:5]1[CH:14]=[C:13]2[C:8]([C:9]([S:15][CH3:16])=[N:10][CH:11]=[N:12]2)=[CH:7][CH:6]=1.[C:17]([N:22]1[CH2:27][CH2:26][NH:25][CH2:24][CH2:23]1)(=[O:21])[CH2:18][CH2:19][CH3:20].C([O-])([O-])=O.[Na+].[Na+], predict the reaction product. (6) Given the reactants C1N2CN3CN(C2)CN1C3.N12CCCN=C1CCCCC2.[CH3:22][C:23]1[O:24][CH2:25][CH:26]([C:28]([O:30][CH3:31])=[O:29])[N:27]=1, predict the reaction product. The product is: [CH3:22][C:23]1[O:24][CH:25]=[C:26]([C:28]([O:30][CH3:31])=[O:29])[N:27]=1.